This data is from CYP2D6 inhibition data for predicting drug metabolism from PubChem BioAssay. The task is: Regression/Classification. Given a drug SMILES string, predict its absorption, distribution, metabolism, or excretion properties. Task type varies by dataset: regression for continuous measurements (e.g., permeability, clearance, half-life) or binary classification for categorical outcomes (e.g., BBB penetration, CYP inhibition). Dataset: cyp2d6_veith. (1) The molecule is CC(C)C[C@H](N)C(=O)O. The result is 0 (non-inhibitor). (2) The compound is Cn1cc(C(=O)c2ccc(Cl)cc2Cl)cc1C(=O)O. The result is 0 (non-inhibitor).